This data is from Choline transporter screen with 302,306 compounds. The task is: Binary Classification. Given a drug SMILES string, predict its activity (active/inactive) in a high-throughput screening assay against a specified biological target. (1) The molecule is S(=O)(=O)(N)c1cc(c(OC)cc1)C(OCC(=O)Nc1oc(nn1)c1ccccc1)=O. The result is 0 (inactive). (2) The drug is S(CCNCc1c(OC)c(OC)ccc1)c1n(nnn1)C. The result is 0 (inactive). (3) The drug is O=C1N(CC(C1)C(=O)NNC(=O)c1c(cccc1)C)Cc1ccccc1. The result is 0 (inactive). (4) The drug is O1C(CCN=C1c1cc([N+]([O-])=O)ccc1)c1ccccc1. The result is 0 (inactive). (5) The compound is S1C(=S)N(n2c(c(c(c2C)C(OCC)=O)C(OCC)=O)C)C(=O)C1. The result is 0 (inactive). (6) The drug is Clc1c(S(=O)(=O)N2CCC(CC2)C(OC2CCOC2=O)=O)c(Cl)ccc1. The result is 0 (inactive). (7) The drug is Clc1ccc(n2c(nnc2SCC(=O)Nc2c(O)ccc(Cl)c2)CN2CCOCC2)cc1. The result is 0 (inactive).